From a dataset of Forward reaction prediction with 1.9M reactions from USPTO patents (1976-2016). Predict the product of the given reaction. (1) Given the reactants Cl[C:2]1[C:7]2[CH:8]=[C:9]([C:11]3[CH:16]=[CH:15][CH:14]=[CH:13][CH:12]=3)[S:10][C:6]=2[C:5]([C:17](=[O:19])[CH3:18])=[CH:4][N:3]=1.C(=O)([O-])[O-].[K+].[K+].COC1C=CC(C[NH2:33])=CC=1.ClCCl, predict the reaction product. The product is: [NH2:33][C:2]1[C:7]2[CH:8]=[C:9]([C:11]3[CH:16]=[CH:15][CH:14]=[CH:13][CH:12]=3)[S:10][C:6]=2[C:5]([C:17](=[O:19])[CH3:18])=[CH:4][N:3]=1. (2) Given the reactants [Cl:1][C:2]1[CH:7]=[CH:6][N:5]=[C:4]([NH:8][C@@H:9]([CH2:12][O:13][CH3:14])[CH2:10][CH3:11])[C:3]=1[NH2:15].[C:16](OC)(=[O:20])[C:17]([CH3:19])=O, predict the reaction product. The product is: [Cl:1][C:2]1[C:3]2[N:15]=[C:17]([CH3:19])[C:16](=[O:20])[N:8]([C@@H:9]([CH2:12][O:13][CH3:14])[CH2:10][CH3:11])[C:4]=2[N:5]=[CH:6][CH:7]=1. (3) Given the reactants [CH3:1][C:2]1[C:3]([C:7]([O:9][CH2:10][CH3:11])=[O:8])=[CH:4][NH:5][CH:6]=1.[Br:12]N1C(=O)CCC1=O, predict the reaction product. The product is: [Br:12][C:6]1[NH:5][CH:4]=[C:3]([C:7]([O:9][CH2:10][CH3:11])=[O:8])[C:2]=1[CH3:1]. (4) Given the reactants BrC1C=C(N2N=CC=[N+]2[O-:13])C=CC=1.[N+:14]([C:17]1[CH:18]=[C:19]([N:23]2[N:27]=[CH:26][CH:25]=[N+:24]2[O-:28])[CH:20]=[CH:21][CH:22]=1)([O-:16])=[O:15].[C:29](Cl)([CH3:31])=[O:30], predict the reaction product. The product is: [N+:14]([C:17]1[CH:18]=[C:19]([N:23]2[N:27]=[CH:26][CH:25]=[N+:24]2[O-:28])[CH:20]=[CH:21][CH:22]=1)([O-:16])=[O:15].[C:29]([O:13][C:25]1[CH:26]=[N:27][N:23]([C:19]2[CH:20]=[CH:21][CH:22]=[C:17]([N+:14]([O-:16])=[O:15])[CH:18]=2)[N:24]=1)(=[O:30])[CH3:31]. (5) Given the reactants [NH:1]1[C:9]2[C:4](=[CH:5][CH:6]=[CH:7][CH:8]=2)[CH:3]=[C:2]1[C:10]([OH:12])=O.CN(C(ON1N=NC2C=CC=CC1=2)=[N+](C)C)C.[B-](F)(F)(F)F.C(NC(C)C)(C)C.[CH3:42][O:43][C:44](=[O:62])[CH2:45][C:46]1[C:47]([CH3:61])=[N:48][N:49]([CH2:52][C:53]2[CH:58]=[CH:57][C:56]([NH2:59])=[CH:55][C:54]=2[F:60])[C:50]=1[CH3:51].C([O-])([O-])=O.[K+].[K+], predict the reaction product. The product is: [CH3:42][O:43][C:44](=[O:62])[CH2:45][C:46]1[C:47]([CH3:61])=[N:48][N:49]([CH2:52][C:53]2[CH:58]=[CH:57][C:56]([NH:59][C:10]([C:2]3[NH:1][C:9]4[C:4]([CH:3]=3)=[CH:5][CH:6]=[CH:7][CH:8]=4)=[O:12])=[CH:55][C:54]=2[F:60])[C:50]=1[CH3:51]. (6) Given the reactants C1C(=O)N([Br:8])C(=O)C1.[CH2:9]([O:12][C:13]1[CH:18]=[CH:17][C:16]([C:19]2[CH:23]=[C:22]([CH2:24][C:25]([O:27][CH2:28][CH2:29][CH3:30])=[O:26])[O:21][N:20]=2)=[C:15]([C:31]([F:34])([F:33])[F:32])[CH:14]=1)[CH2:10][CH3:11].BrC(C1ON=C(C2C=CC(OCCC)=CC=2C(F)(F)F)C=1)C(OCC)=O, predict the reaction product. The product is: [Br:8][CH:24]([C:22]1[O:21][N:20]=[C:19]([C:16]2[CH:17]=[CH:18][C:13]([O:12][CH2:9][CH2:10][CH3:11])=[CH:14][C:15]=2[C:31]([F:33])([F:34])[F:32])[CH:23]=1)[C:25]([O:27][CH2:28][CH2:29][CH3:30])=[O:26].